This data is from Reaction yield outcomes from USPTO patents with 853,638 reactions. The task is: Predict the reaction yield, written as a fraction of the theoretical maximum amount of product (1.0 means a 100% yield; for example, 0.34 means a 34% yield). The reactants are [NH:1]1[CH2:6][CH2:5][CH2:4][C@H:3]([C:7]2[CH:8]=[CH:9][C:10]([CH3:18])=[C:11]([CH:17]=2)[C:12]([O:14][CH2:15][CH3:16])=[O:13])[CH2:2]1.C(O)(=O)[C@H]([C@@H](C(O)=O)O)O.CN(C)CCCN=C=NCC.[CH3:40][C:41]1[N:42]=[C:43]([C:49]2[CH:54]=[CH:53][C:52]([C:55]([F:58])([F:57])[F:56])=[CH:51][CH:50]=2)[S:44][C:45]=1[C:46](O)=[O:47]. The catalyst is C(OCC)(=O)C.C(OCC)C. The product is [CH2:15]([O:14][C:12](=[O:13])[C:11]1[CH:17]=[C:7]([C@H:3]2[CH2:4][CH2:5][CH2:6][N:1]([C:46]([C:45]3[S:44][C:43]([C:49]4[CH:50]=[CH:51][C:52]([C:55]([F:58])([F:56])[F:57])=[CH:53][CH:54]=4)=[N:42][C:41]=3[CH3:40])=[O:47])[CH2:2]2)[CH:8]=[CH:9][C:10]=1[CH3:18])[CH3:16]. The yield is 0.950.